Predict the product of the given reaction. From a dataset of Forward reaction prediction with 1.9M reactions from USPTO patents (1976-2016). (1) Given the reactants [ClH:1].[CH:2]([N:5]1[CH2:10][CH2:9][N:8]([C:11]([CH:13]2[CH2:18][CH2:17][N:16]([C:19]3[CH:24]=[CH:23][C:22]([C:25]([OH:27])=O)=[CH:21][CH:20]=3)[CH2:15][CH2:14]2)=[O:12])[CH2:7][CH2:6]1)([CH3:4])[CH3:3].S(Cl)([Cl:30])=O, predict the reaction product. The product is: [ClH:30].[CH:2]([N:5]1[CH2:10][CH2:9][N:8]([C:11]([CH:13]2[CH2:18][CH2:17][N:16]([C:19]3[CH:24]=[CH:23][C:22]([C:25]([Cl:1])=[O:27])=[CH:21][C:20]=3[Cl:30])[CH2:15][CH2:14]2)=[O:12])[CH2:7][CH2:6]1)([CH3:4])[CH3:3]. (2) Given the reactants [NH:1]1[C:9]2[C:4](=[C:5]([C:10]3[CH:11]=[C:12]([N+:25]([O-])=O)[C:13]4[C:17]([CH:18]=3)=[N:16][N:15]([CH:19]3[CH2:24][CH2:23][CH2:22][CH2:21][O:20]3)[CH:14]=4)[CH:6]=[CH:7][CH:8]=2)[CH:3]=[CH:2]1, predict the reaction product. The product is: [NH:1]1[C:9]2[C:4](=[C:5]([C:10]3[CH:11]=[C:12]([NH2:25])[C:13]4[C:17]([CH:18]=3)=[N:16][N:15]([CH:19]3[CH2:24][CH2:23][CH2:22][CH2:21][O:20]3)[CH:14]=4)[CH:6]=[CH:7][CH:8]=2)[CH:3]=[CH:2]1. (3) The product is: [Cl:26][C:23]1[CH:24]=[CH:25][C:20]([C:19]([N:17]([CH3:18])[C:12]2[CH:13]=[CH:14][CH:15]=[CH:16][C:11]=2[O:10][CH2:9][CH2:8][CH2:7][C:6]([OH:37])=[O:5])=[O:36])=[CH:21][C:22]=1[C:27]1[CH:28]=[N:29][C:30]([C:34]#[N:35])=[CH:31][C:32]=1[CH3:33]. Given the reactants C([O:5][C:6](=[O:37])[CH2:7][CH2:8][CH2:9][O:10][C:11]1[CH:16]=[CH:15][CH:14]=[CH:13][C:12]=1[N:17]([C:19](=[O:36])[C:20]1[CH:25]=[CH:24][C:23]([Cl:26])=[C:22]([C:27]2[CH:28]=[N:29][C:30]([C:34]#[N:35])=[CH:31][C:32]=2[CH3:33])[CH:21]=1)[CH3:18])(C)(C)C, predict the reaction product. (4) The product is: [C:44]([O-:63])(=[O:62])[CH2:45][CH2:46][CH2:47][CH2:48][CH2:49][CH2:50][CH2:51]/[CH:52]=[CH:53]\[CH2:54][CH2:55][CH2:56][CH2:57][CH2:58][CH2:59][CH2:60][CH3:61].[Zn+2:2].[C:44]([O-:63])(=[O:62])[CH2:45][CH2:46][CH2:47][CH2:48][CH2:49][CH2:50][CH2:51]/[CH:52]=[CH:53]\[CH2:54][CH2:55][CH2:56][CH2:57][CH2:58][CH2:59][CH2:60][CH3:61]. Given the reactants [O-2].[Zn+2:2].C(O)CCCCCCC/C=C\CCCCCCCC.C(CC([O-])=O)(=O)C.[Ga+3].C(CC([O-])=O)(=O)C.C(CC([O-])=O)(=O)C.[C:44]([OH:63])(=[O:62])[CH2:45][CH2:46][CH2:47][CH2:48][CH2:49][CH2:50][CH2:51]/[CH:52]=[CH:53]\[CH2:54][CH2:55][CH2:56][CH2:57][CH2:58][CH2:59][CH2:60][CH3:61], predict the reaction product.